From a dataset of Forward reaction prediction with 1.9M reactions from USPTO patents (1976-2016). Predict the product of the given reaction. Given the reactants [F:1][C:2]1[CH:11]=[CH:10][C:5]([C:6](=[N:8][OH:9])[NH2:7])=[CH:4][CH:3]=1.[Cl:12][C:13]1[CH:18]=[CH:17][CH:16]=[C:15]([F:19])[C:14]=1[C:20]1[NH:24][C:23](=[O:25])[N:22]([C:26]2[CH:33]=[CH:32][C:29]([C:30]#N)=[CH:28][CH:27]=2)[N:21]=1, predict the reaction product. The product is: [Cl:12][C:13]1[CH:18]=[CH:17][CH:16]=[C:15]([F:19])[C:14]=1[C:20]1[NH:24][C:23](=[O:25])[N:22]([C:26]2[CH:27]=[CH:28][C:29]([C:30]3[O:9][N:8]=[C:6]([C:5]4[CH:10]=[CH:11][C:2]([F:1])=[CH:3][CH:4]=4)[N:7]=3)=[CH:32][CH:33]=2)[N:21]=1.